Dataset: Catalyst prediction with 721,799 reactions and 888 catalyst types from USPTO. Task: Predict which catalyst facilitates the given reaction. Reactant: CS[CH:3]1[C:11]2[C:6](=[CH:7][CH:8]=[CH:9][C:10]=2[CH2:12][O:13][Si:14]([C:17]([CH3:20])([CH3:19])[CH3:18])([CH3:16])[CH3:15])[NH:5][C:4]1=[O:21].[Cl-].[NH4+]. Product: [Si:14]([O:13][CH2:12][C:10]1[CH:9]=[CH:8][CH:7]=[C:6]2[C:11]=1[CH2:3][C:4](=[O:21])[NH:5]2)([C:17]([CH3:20])([CH3:19])[CH3:18])([CH3:16])[CH3:15]. The catalyst class is: 324.